The task is: Predict the reactants needed to synthesize the given product.. This data is from Retrosynthesis with 50K atom-mapped reactions and 10 reaction types from USPTO. (1) Given the product Cc1cc(CCl)cc(C)c1O, predict the reactants needed to synthesize it. The reactants are: COc1c(C)cc(CCl)cc1C. (2) The reactants are: CC(C)(C)OC(=O)N1CCC[C@H](NC(=O)c2sc(-c3ccc(Cl)cc3)cc2NC(N)=O)C1. Given the product NC(=O)Nc1cc(-c2ccc(Cl)cc2)sc1C(=O)N[C@H]1CCCNC1, predict the reactants needed to synthesize it. (3) Given the product COCCOc1ccc(C(=O)N[C@H](C(=O)OC)[C@@H](C)OC(C)(C)C)c(NC(=O)Nc2c(C)cc(CC3CC3)cc2C)c1, predict the reactants needed to synthesize it. The reactants are: COCCOc1ccc(C(=O)N[C@H](C(=O)OC)[C@@H](C)OC(C)(C)C)c(N)c1.Cc1cc(CC2CC2)cc(C)c1N=C=O. (4) Given the product NNC(=O)c1cnc(Cl)cn1, predict the reactants needed to synthesize it. The reactants are: CC(C)(C)OC(=O)NNC(=O)c1cnc(Cl)cn1. (5) Given the product CCOC(=O)CC1OB(O)c2cc(O)cc(F)c21, predict the reactants needed to synthesize it. The reactants are: CCOC(=O)CC1OB(O)c2cc(OC3CCCCO3)cc(F)c21. (6) Given the product Cc1cc(CC(C)C)nc(C(=O)O)c1, predict the reactants needed to synthesize it. The reactants are: CCOC(=O)c1cc(C)cc(CC(C)C)n1. (7) Given the product CN(C(=O)c1ccc(Cl)cc1)[C@@H]1CCN(C(=O)C2CCCC(=O)N2)C[C@H]1c1ccc(Cl)c(Cl)c1, predict the reactants needed to synthesize it. The reactants are: CN(C(=O)c1ccc(Cl)cc1)[C@@H]1CCNC[C@H]1c1ccc(Cl)c(Cl)c1.O=C1CCCC(C(=O)O)N1.